Dataset: hERG Central: cardiac toxicity at 1µM, 10µM, and general inhibition. Task: Predict hERG channel inhibition at various concentrations. (1) The molecule is CCN1CCN(CCOc2ccccc2OCc2ccccc2)CC1.O=C(O)C(=O)O. Results: hERG_inhib (hERG inhibition (general)): blocker. (2) The molecule is OC(CNCCc1ccc(Cl)cc1)COc1cc(Cl)ccc1Cl. Results: hERG_inhib (hERG inhibition (general)): blocker. (3) The compound is Cc1cc(C)c(CN2CCC(n3nccc3NC(=O)C3CCCC3)CC2)cc1C. Results: hERG_inhib (hERG inhibition (general)): blocker. (4) The drug is CC[n+]1c(/C=C2/C=C(C)CC(C)(C)C2)sc2ccc(OC)cc21.Cc1ccc(S(=O)(=O)[O-])cc1. Results: hERG_inhib (hERG inhibition (general)): blocker. (5) The drug is CCN(C(=O)CSc1nc2cc(Cl)ccc2c(=O)n1Cc1ccco1)C1CCS(=O)(=O)C1. Results: hERG_inhib (hERG inhibition (general)): blocker. (6) The molecule is NC(=O)C1(N2CCCCC2)CCN(Cc2ccc(Br)cc2)CC1. Results: hERG_inhib (hERG inhibition (general)): blocker. (7) The molecule is CC1CCCN(CC(O)COc2ccc(Cl)cc2)C1.Cl. Results: hERG_inhib (hERG inhibition (general)): blocker.